This data is from HIV replication inhibition screening data with 41,000+ compounds from the AIDS Antiviral Screen. The task is: Binary Classification. Given a drug SMILES string, predict its activity (active/inactive) in a high-throughput screening assay against a specified biological target. (1) The drug is Cn1nc(-c2ccc(Cl)cc2)[n+]([O-])c2c(=O)n(C)c(=O)nc1-2. The result is 0 (inactive). (2) The compound is CCOC(=O)CN1CC(C2=C(O)CN(CC(=O)OCC)C2=O)=CC1=O. The result is 0 (inactive). (3) The compound is O=C(NC(=O)c1c(Cl)nc2sccn12)Nc1ccc(Cl)cc1. The result is 0 (inactive). (4) The compound is O=C1CCC2(O)c3ccccc3C2Cc2ccccc21. The result is 0 (inactive). (5) The drug is CC=C1CN2CCC34C5=CC(=O)C(c6cc7c(cc6OC)N(C)C6=C(C(=O)OC)CC8(CC)CCCN9CCC67C98)=CC5=NC23CCC1C4C(=O)OC. The result is 0 (inactive).